Dataset: Forward reaction prediction with 1.9M reactions from USPTO patents (1976-2016). Task: Predict the product of the given reaction. (1) Given the reactants [NH2:1][C:2]1[S:12][C:5]2[CH2:6][O:7][C:8]([CH3:11])([CH3:10])[CH2:9][C:4]=2[C:3]=1[C:13]([O:15][C:16]([CH3:19])([CH3:18])[CH3:17])=[O:14].[C:20]1([C:26]([N:28]=[C:29]=[O:30])=[O:27])[CH:25]=[CH:24][CH:23]=[CH:22][CH:21]=1, predict the reaction product. The product is: [C:26]([NH:28][C:29](=[O:30])[NH:1][C:2]1[S:12][C:5]2[CH2:6][O:7][C:8]([CH3:11])([CH3:10])[CH2:9][C:4]=2[C:3]=1[C:13]([O:15][C:16]([CH3:19])([CH3:18])[CH3:17])=[O:14])(=[O:27])[C:20]1[CH:25]=[CH:24][CH:23]=[CH:22][CH:21]=1. (2) Given the reactants [F:1][C:2]1[CH:9]=[C:8]([F:10])[CH:7]=[C:4]([CH:5]=O)[C:3]=1[OH:11].CO[C:14]1[CH:19]=CC(O)=C[CH:15]=1.C1N2CC[N:23](CC2)C1, predict the reaction product. The product is: [F:10][C:8]1[CH:7]=[C:4]2[C:3](=[C:2]([F:1])[CH:9]=1)[O:11][CH2:15][C:14]([C:19]#[N:23])=[CH:5]2. (3) Given the reactants [N:1]1[C:10]2[C:5](=[CH:6][C:7]([CH2:11][N:12]3[C:20]4[C:15](=[N:16][CH:17]=[C:18]([C:21](=[O:23])[CH3:22])[N:19]=4)[N:14]=[N:13]3)=[CH:8][CH:9]=2)[CH:4]=[CH:3][CH:2]=1.C([O-])(=O)C.[NH4+].C([BH3-])#[N:30].[Na+], predict the reaction product. The product is: [N:1]1[C:10]2[C:5](=[CH:6][C:7]([CH2:11][N:12]3[C:20]4[C:15](=[N:16][CH:17]=[C:18]([CH:21]([OH:23])[CH3:22])[N:19]=4)[N:14]=[N:13]3)=[CH:8][CH:9]=2)[CH:4]=[CH:3][CH:2]=1.[N:1]1[C:10]2[C:5](=[CH:6][C:7]([CH2:11][N:12]3[C:20]4[C:15](=[N:16][CH:17]=[C:18]([CH:21]([NH2:30])[CH3:22])[N:19]=4)[N:14]=[N:13]3)=[CH:8][CH:9]=2)[CH:4]=[CH:3][CH:2]=1. (4) The product is: [F:17][C:16]1[CH:15]=[C:14]2[C:10]([C:11]([CH:22]=[O:23])=[CH:12][NH:13]2)=[CH:9][C:8]=1[O:7][CH3:6]. Given the reactants O=P(Cl)(Cl)Cl.[CH3:6][O:7][C:8]1[CH:9]=[C:10]2[C:14](=[CH:15][C:16]=1[F:17])[NH:13][CH:12]=[CH:11]2.[OH-].[Na+].CN(C)[CH:22]=[O:23], predict the reaction product. (5) The product is: [Cl:17][C:12]1[CH:13]=[CH:14][CH:15]=[CH:16][C:11]=1/[CH:9]=[CH:8]/[C:6]1[C:5]([NH:10][CH3:31])=[CH:4][CH:3]=[C:2]([C:23]2[N:19]([CH3:18])[N:20]=[C:21]([C:27]([F:30])([F:29])[F:28])[CH:22]=2)[N:7]=1. Given the reactants Br[C:2]1[N:7]=[C:6]2[CH:8]=[C:9]([C:11]3[CH:16]=[CH:15][CH:14]=[CH:13][C:12]=3[Cl:17])[NH:10][C:5]2=[CH:4][CH:3]=1.[CH3:18][N:19]1[C:23](B(O)O)=[CH:22][C:21]([C:27]([F:30])([F:29])[F:28])=[N:20]1.[CH3:31]COC(C)=O, predict the reaction product. (6) Given the reactants C1C2C(=CC=C3C=2C=CN=C3)C=NC=1.F[P-](F)(F)(F)(F)F.[Br:22][CH2:23][CH2:24][CH2:25][P+:26]([C:39]1[CH:44]=[CH:43][CH:42]=[CH:41][CH:40]=1)([C:33]1[CH:38]=[CH:37][CH:36]=[CH:35][CH:34]=1)[C:27]1[CH:32]=[CH:31][CH:30]=[CH:29][CH:28]=1, predict the reaction product. The product is: [Br-:22].[Br:22][CH2:23][CH2:24][CH2:25][P+:26]([C:39]1[CH:44]=[CH:43][CH:42]=[CH:41][CH:40]=1)([C:27]1[CH:28]=[CH:29][CH:30]=[CH:31][CH:32]=1)[C:33]1[CH:38]=[CH:37][CH:36]=[CH:35][CH:34]=1.